Dataset: Reaction yield outcomes from USPTO patents with 853,638 reactions. Task: Predict the reaction yield, written as a fraction of the theoretical maximum amount of product (1.0 means a 100% yield; for example, 0.34 means a 34% yield). The reactants are [C:1]([N:5]1[C:17]2[C:16]3[N:15]=[C:14]([S:18][CH3:19])[N:13]=[CH:12][C:11]=3[CH:10]=[CH:9][C:8]=2[C:7]([C:20]([OH:22])=O)=[N:6]1)([CH3:4])([CH3:3])[CH3:2].[O:23]1[CH2:28][CH2:27][CH2:26][CH2:25][CH:24]1[O:29][NH2:30].CN(C(ON1N=NC2C=CC=CC1=2)=[N+](C)C)C.[B-](F)(F)(F)F.CCN(C(C)C)C(C)C.C([O-])(O)=O.[Na+]. The catalyst is CN(C=O)C.O. The product is [C:1]([N:5]1[C:17]2[C:16]3[N:15]=[C:14]([S:18][CH3:19])[N:13]=[CH:12][C:11]=3[CH:10]=[CH:9][C:8]=2[C:7]([C:20]([NH:30][O:29][CH:24]2[CH2:25][CH2:26][CH2:27][CH2:28][O:23]2)=[O:22])=[N:6]1)([CH3:2])([CH3:3])[CH3:4]. The yield is 0.500.